From a dataset of Peptide-MHC class II binding affinity with 134,281 pairs from IEDB. Regression. Given a peptide amino acid sequence and an MHC pseudo amino acid sequence, predict their binding affinity value. This is MHC class II binding data. (1) The peptide sequence is TPAAPAGAEPAGKAT. The MHC is DRB1_0101 with pseudo-sequence DRB1_0101. The binding affinity (normalized) is 0.228. (2) The peptide sequence is EKKYFAATQFSPLAA. The MHC is DRB1_0101 with pseudo-sequence DRB1_0101. The binding affinity (normalized) is 0.411. (3) The peptide sequence is WHTTKGAALMSGEGRL. The MHC is DRB1_0401 with pseudo-sequence DRB1_0401. The binding affinity (normalized) is 0. (4) The peptide sequence is KTLEAAFTVSSKRNL. The MHC is HLA-DQA10501-DQB10301 with pseudo-sequence HLA-DQA10501-DQB10301. The binding affinity (normalized) is 0.426. (5) The peptide sequence is EEDIEIIPIQEEEY. The MHC is DRB1_1001 with pseudo-sequence DRB1_1001. The binding affinity (normalized) is 0.256. (6) The peptide sequence is QAAVVRFQEAANKQK. The MHC is DRB5_0101 with pseudo-sequence DRB5_0101. The binding affinity (normalized) is 0.845. (7) The binding affinity (normalized) is 0.294. The MHC is HLA-DQA10501-DQB10402 with pseudo-sequence HLA-DQA10501-DQB10402. The peptide sequence is PSWASVKEDLVAYGG. (8) The peptide sequence is WSKDIYNYMEPYVSK. The MHC is DRB3_0202 with pseudo-sequence DRB3_0202. The binding affinity (normalized) is 0.260. (9) The peptide sequence is AAATAGTTVPGAFAA. The MHC is HLA-DPA10103-DPB10601 with pseudo-sequence HLA-DPA10103-DPB10601. The binding affinity (normalized) is 0.